This data is from Peptide-MHC class I binding affinity with 185,985 pairs from IEDB/IMGT. The task is: Regression. Given a peptide amino acid sequence and an MHC pseudo amino acid sequence, predict their binding affinity value. This is MHC class I binding data. (1) The peptide sequence is KFFPSSSYR. The MHC is HLA-B44:02 with pseudo-sequence HLA-B44:02. The binding affinity (normalized) is 0.0847. (2) The peptide sequence is GMNDYLGIFK. The MHC is HLA-A11:01 with pseudo-sequence HLA-A11:01. The binding affinity (normalized) is 0.866. (3) The peptide sequence is DIDLLFNEKL. The MHC is HLA-A02:01 with pseudo-sequence HLA-A02:01. The binding affinity (normalized) is 0.199. (4) The peptide sequence is EIAQHGAWY. The MHC is HLA-B15:01 with pseudo-sequence HLA-B15:01. The binding affinity (normalized) is 0.552. (5) The peptide sequence is LEHGLYPQL. The MHC is HLA-A26:02 with pseudo-sequence HLA-A26:02. The binding affinity (normalized) is 0.0847. (6) The peptide sequence is IQKITVFNK. The MHC is HLA-A33:01 with pseudo-sequence HLA-A33:01. The binding affinity (normalized) is 0.00250. (7) The peptide sequence is ALGGSCHTT. The MHC is HLA-A68:02 with pseudo-sequence HLA-A68:02. The binding affinity (normalized) is 0.0847.